Dataset: Forward reaction prediction with 1.9M reactions from USPTO patents (1976-2016). Task: Predict the product of the given reaction. (1) Given the reactants C(OC([N:8]1[CH2:13][CH2:12][N:11]([C:14]2[CH:19]=[CH:18][C:17]([F:20])=[C:16]([C:21]([F:24])([F:23])[F:22])[CH:15]=2)[CH2:10][CH2:9]1)=O)(C)(C)C.FC(F)(F)C(O)=O, predict the reaction product. The product is: [F:20][C:17]1[CH:18]=[CH:19][C:14]([N:11]2[CH2:12][CH2:13][NH:8][CH2:9][CH2:10]2)=[CH:15][C:16]=1[C:21]([F:23])([F:22])[F:24]. (2) Given the reactants [CH2:1]([O:3][C:4]([C:6]1[CH:7]=[C:8]2[C:13](=[CH:14][CH:15]=1)[NH:12][CH:11]([C:16]1[CH:21]=[CH:20][CH:19]=[C:18](Br)[CH:17]=1)[C:10]([CH3:24])([CH3:23])[CH2:9]2)=[O:5])[CH3:2].Cl.CN.Cl.[CH3:29][N:30](C)CC(O)=O.C(=O)([O-])[O-].[K+].[K+], predict the reaction product. The product is: [CH2:1]([O:3][C:4]([C:6]1[CH:7]=[C:8]2[C:13](=[CH:14][CH:15]=1)[NH:12][CH:11]([C:16]1[CH:21]=[CH:20][CH:19]=[C:18]([NH:30][CH3:29])[CH:17]=1)[C:10]([CH3:24])([CH3:23])[CH2:9]2)=[O:5])[CH3:2]. (3) Given the reactants [C:1]([C@H:4]1[C@@H:8]2[C@@H:9]3[C@@:22]([CH3:25])([CH2:23][CH2:24][C@@:7]2([NH:40][CH2:41][CH2:42][N:43]2[CH2:48][CH2:47][S:46](=[O:50])(=[O:49])[CH2:45][CH2:44]2)[CH2:6][CH2:5]1)[C@@:21]1([CH3:26])[C@@H:12]([C@:13]2([CH3:39])[C@@H:18]([CH2:19][CH2:20]1)[C:17]([CH3:28])([CH3:27])[C:16]([C:29]1[CH:38]=[CH:37][C:32]([C:33]([O:35][CH3:36])=[O:34])=[CH:31][CH:30]=1)=[CH:15][CH2:14]2)[CH2:11][CH2:10]3)(=O)[CH3:2].Cl.[NH2:52][OH:53].C([O-])(=O)C.[Na+].CO, predict the reaction product. The product is: [O:50]=[S:46]1(=[O:49])[CH2:45][CH2:44][N:43]([CH2:42][CH2:41][NH:40][C@:7]23[CH2:6][CH2:5][C@@H:4]([C:1](=[N:52][OH:53])[CH3:2])[C@@H:8]2[C@@H:9]2[C@@:22]([CH3:25])([CH2:23][CH2:24]3)[C@@:21]3([CH3:26])[C@@H:12]([C@:13]4([CH3:39])[C@@H:18]([CH2:19][CH2:20]3)[C:17]([CH3:28])([CH3:27])[C:16]([C:29]3[CH:30]=[CH:31][C:32]([C:33]([O:35][CH3:36])=[O:34])=[CH:37][CH:38]=3)=[CH:15][CH2:14]4)[CH2:11][CH2:10]2)[CH2:48][CH2:47]1. (4) Given the reactants [NH2:1][C:2]1[N:7]=[C:6](O)[C:5]([CH2:9][CH2:10][CH2:11][CH3:12])=[C:4]([CH3:13])[N:3]=1.P(Cl)(Cl)([Cl:16])=O, predict the reaction product. The product is: [CH2:9]([C:5]1[C:6]([Cl:16])=[N:7][C:2]([NH2:1])=[N:3][C:4]=1[CH3:13])[CH2:10][CH2:11][CH3:12]. (5) Given the reactants [C:1]([C:3]1[CH:4]=[N:5][N:6]([CH2:20][C:21]([F:24])([F:23])[F:22])[C:7]=1[NH:8][C:9](=O)[C:10]1[CH:15]=[CH:14][C:13]([N+:16]([O-:18])=[O:17])=[CH:12][CH:11]=1)#[N:2].[OH-:25].[Na+].OO, predict the reaction product. The product is: [N+:16]([C:13]1[CH:14]=[CH:15][C:10]([C:9]2[N:8]=[C:7]3[N:6]([CH2:20][C:21]([F:24])([F:23])[F:22])[N:5]=[CH:4][C:3]3=[C:1]([OH:25])[N:2]=2)=[CH:11][CH:12]=1)([O-:18])=[O:17].